From a dataset of Full USPTO retrosynthesis dataset with 1.9M reactions from patents (1976-2016). Predict the reactants needed to synthesize the given product. (1) Given the product [Br:6][C:7]1[C:12]([CH3:13])=[CH:11][C:10]([CH:17]=[O:18])=[CH:9][N:8]=1, predict the reactants needed to synthesize it. The reactants are: C([Mg]Cl)(C)C.[Br:6][C:7]1[C:12]([CH3:13])=[CH:11][C:10](Br)=[CH:9][N:8]=1.N1(C=O)CC[O:18][CH2:17]C1.O. (2) Given the product [Cl:1][C:2]1[C:10]2[C:5](=[CH:6][C:7]([CH2:11][N:12]([C:27]3[N:28]=[CH:29][C:30]4[C:35]([C:36]=3[CH3:37])=[CH:34][CH:33]=[CH:32][CH:31]=4)[S:13]([C:16]3[CH:17]=[CH:18][C:19]([C:20]([O:22][CH2:23][CH3:24])=[O:21])=[CH:25][CH:26]=3)(=[O:14])=[O:15])=[CH:8][CH:9]=2)[N:4]([CH3:40])[CH:3]=1, predict the reactants needed to synthesize it. The reactants are: [Cl:1][C:2]1[C:10]2[C:5](=[CH:6][C:7]([CH2:11][N:12]([C:27]3[N:28]=[CH:29][C:30]4[C:35]([C:36]=3[CH3:37])=[CH:34][CH:33]=[CH:32][CH:31]=4)[S:13]([C:16]3[CH:26]=[CH:25][C:19]([C:20]([O:22][CH2:23][CH3:24])=[O:21])=[CH:18][CH:17]=3)(=[O:15])=[O:14])=[CH:8][CH:9]=2)[NH:4][CH:3]=1.[H-].[Na+].[CH3:40]I.O. (3) The reactants are: CC1(C)C(C)(C)OB([C:9]2[CH:10]=[C:11]3[C:15](=[CH:16][CH:17]=2)[N:14]([C:18]([O:20][C:21]([CH3:24])([CH3:23])[CH3:22])=[O:19])[CH:13]=[CH:12]3)O1.I[C:27]1[C:35]2[C:30](=[N:31][CH:32]=[N:33][C:34]=2[NH2:36])[N:29]([CH:37]([CH3:39])[CH3:38])[N:28]=1.C([O-])([O-])=O.[Na+].[Na+].[CH3:46][CH2:47]O. Given the product [NH2:36][C:34]1[N:33]=[CH:32][N:31]=[C:30]2[N:29]([CH:37]3[CH2:39][CH2:47][CH2:46][CH2:38]3)[N:28]=[C:27]([C:9]3[CH:10]=[C:11]4[C:15](=[CH:16][CH:17]=3)[N:14]([C:18]([O:20][C:21]([CH3:22])([CH3:23])[CH3:24])=[O:19])[CH:13]=[CH:12]4)[C:35]=12, predict the reactants needed to synthesize it.